This data is from Full USPTO retrosynthesis dataset with 1.9M reactions from patents (1976-2016). The task is: Predict the reactants needed to synthesize the given product. (1) Given the product [CH2:1]([O:3][C:4]([C:6]1[N:7]=[C:8]([C@H:11]([OH:24])[CH2:12][C@@H:13]([NH:17][S@:18]([C:20]([CH3:21])([CH3:22])[CH3:23])=[O:19])[CH:14]([CH3:15])[CH3:16])[S:9][CH:10]=1)=[O:5])[CH3:2], predict the reactants needed to synthesize it. The reactants are: [CH2:1]([O:3][C:4]([C:6]1[N:7]=[C:8]([C@H:11]([OH:24])[CH2:12][C:13](=[N:17][S@:18]([C:20]([CH3:23])([CH3:22])[CH3:21])=[O:19])[CH:14]([CH3:16])[CH3:15])[S:9][CH:10]=1)=[O:5])[CH3:2].[BH4-].[Na+].C1COCC1.CC(O)=O.CCO. (2) Given the product [Cl:44][C:43]1[C:38]([C:33]2[CH:32]=[C:31]([NH:23][CH2:24][CH:25]3[CH2:30][CH2:29][O:28][CH2:27][CH2:26]3)[CH:36]=[CH:35][C:34]=2[F:37])=[CH:39][C:40]([NH:45][C:14]([C@@H:10]2[CH2:11][CH2:12][CH2:13][NH:8][CH2:9]2)=[O:16])=[N:41][CH:42]=1, predict the reactants needed to synthesize it. The reactants are: C([N:8]1[CH2:13][CH2:12][CH2:11][C@@H:10]([C:14]([OH:16])=O)[CH2:9]1)(OC(C)(C)C)=O.C(OC(=O)[N:23]([C:31]1[CH:36]=[CH:35][C:34]([F:37])=[C:33]([C:38]2[C:43]([Cl:44])=[CH:42][N:41]=[C:40]([NH2:45])[CH:39]=2)[CH:32]=1)[CH2:24][CH:25]1[CH2:30][CH2:29][O:28][CH2:27][CH2:26]1)(C)(C)C.N1C=CC=CC=1.